This data is from Full USPTO retrosynthesis dataset with 1.9M reactions from patents (1976-2016). The task is: Predict the reactants needed to synthesize the given product. (1) Given the product [Cl:1][C:2]1[CH:3]=[C:4]([CH:9]2[CH2:10][CH2:11][N:12]([CH2:15][C@H:16]([OH:38])[CH2:17][O:18][C:19]3[C:27]4[CH:26]=[C:25]([C:28]5[O:29][C:30]([CH2:33][OH:34])=[N:31][N:32]=5)[O:24][C:23]=4[CH:22]=[CH:21][CH:20]=3)[CH2:13][CH2:14]2)[CH:5]=[CH:6][C:7]=1[Cl:8], predict the reactants needed to synthesize it. The reactants are: [Cl:1][C:2]1[CH:3]=[C:4]([CH:9]2[CH2:14][CH2:13][N:12]([CH2:15][C@H:16]([OH:38])[CH2:17][O:18][C:19]3[C:27]4[CH:26]=[C:25]([C:28]5[O:29][C:30]([C:33](OCC)=[O:34])=[N:31][N:32]=5)[O:24][C:23]=4[CH:22]=[CH:21][CH:20]=3)[CH2:11][CH2:10]2)[CH:5]=[CH:6][C:7]=1[Cl:8].[BH4-].[Li+]. (2) Given the product [OH:23][CH2:22][CH2:21][CH2:20][O:1][C:2]1[CH:3]=[CH:4][C:5]2[S:10][C:9]([C:11]3[CH:16]=[CH:15][CH:14]=[CH:13][N:12]=3)=[N:8][C:7](=[O:17])[C:6]=2[CH:18]=1, predict the reactants needed to synthesize it. The reactants are: [OH:1][C:2]1[CH:3]=[CH:4][C:5]2[S:10][C:9]([C:11]3[CH:16]=[CH:15][CH:14]=[CH:13][N:12]=3)=[N:8][C:7](=[O:17])[C:6]=2[CH:18]=1.Br[CH2:20][CH2:21][CH2:22][OH:23].C(=O)([O-])[O-].[K+].[K+].CN(C=O)C. (3) Given the product [CH2:21]([O:20][C:18]([CH:15]1[CH2:16][CH2:17][N:12]([C:7]2[CH:6]=[CH:5][C:4]3[C:9](=[CH:10][CH:11]=[C:2]([Cl:1])[C:3]=3[C:23]([NH:34][CH2:33][CH:32]([C:26]3[CH:31]=[CH:30][CH:29]=[CH:28][CH:27]=3)[C:35]3[CH:40]=[CH:39][CH:38]=[CH:37][CH:36]=3)=[O:24])[N:8]=2)[CH2:13][CH2:14]1)=[O:19])[CH3:22], predict the reactants needed to synthesize it. The reactants are: [Cl:1][C:2]1[CH:11]=[CH:10][C:9]2[N:8]=[C:7]([N:12]3[CH2:17][CH2:16][CH:15]([C:18]([O:20][CH2:21][CH3:22])=[O:19])[CH2:14][CH2:13]3)[CH:6]=[CH:5][C:4]=2[C:3]=1[C:23](O)=[O:24].[C:26]1([CH:32]([C:35]2[CH:40]=[CH:39][CH:38]=[CH:37][CH:36]=2)[CH2:33][NH2:34])[CH:31]=[CH:30][CH:29]=[CH:28][CH:27]=1. (4) Given the product [OH:33][CH2:32][CH:30]([NH:29][C:5](=[O:7])[C:4]1[CH:8]=[CH:9][CH:10]=[C:2]([I:1])[CH:3]=1)[CH3:31], predict the reactants needed to synthesize it. The reactants are: [I:1][C:2]1[CH:3]=[C:4]([CH:8]=[CH:9][CH:10]=1)[C:5]([OH:7])=O.CCN=C=NCCCN(C)C.C(N(CC)CC)C.[NH2:29][CH:30]([CH2:32][OH:33])[CH3:31]. (5) Given the product [CH2:10]([O:9][C:7](=[O:8])[NH:1][CH2:2][CH2:3][C:4](=[O:6])[NH:37][CH2:38][CH:30]([OH:29])[CH2:31][CH3:32])[C:11]1[CH:16]=[CH:15][CH:14]=[CH:13][CH:12]=1, predict the reactants needed to synthesize it. The reactants are: [NH:1]([C:7]([O:9][CH2:10][C:11]1[CH:16]=[CH:15][CH:14]=[CH:13][CH:12]=1)=[O:8])[CH2:2][CH2:3][C:4]([OH:6])=O.CCN=C=NCCCN(C)C.Cl.[OH:29][C:30]1[C:38]2[N:37]=NNC=2C=[CH:32][CH:31]=1.NCC(O)CC. (6) Given the product [CH3:1][O:2][C:3]([C:5]1[C:10]([O:11][CH2:12][C:13]2[CH:18]=[CH:17][CH:16]=[CH:15][CH:14]=2)=[C:9]([O:19][CH3:20])[CH:8]=[C:7]([C:27]2[O:28][CH:29]=[CH:30][CH:31]=2)[N:6]=1)=[O:4], predict the reactants needed to synthesize it. The reactants are: [CH3:1][O:2][C:3]([C:5]1[C:10]([O:11][CH2:12][C:13]2[CH:18]=[CH:17][CH:16]=[CH:15][CH:14]=2)=[C:9]([O:19][CH3:20])[CH:8]=[C:7](Br)[N:6]=1)=[O:4].C([Sn](CCCC)(CCCC)[C:27]1[O:28][CH:29]=[CH:30][CH:31]=1)CCC. (7) Given the product [Cl:1][C:2]1[CH:10]=[CH:9][C:5]([C:6]([O:8][CH3:12])=[O:7])=[C:4]([OH:11])[CH:3]=1, predict the reactants needed to synthesize it. The reactants are: [Cl:1][C:2]1[CH:10]=[CH:9][C:5]([C:6]([OH:8])=[O:7])=[C:4]([OH:11])[CH:3]=1.[CH3:12]COCC. (8) Given the product [Cl:15][C:16]1[CH:21]=[CH:20][C:19]([C:22]([F:24])([F:23])[F:25])=[CH:18][C:17]=1[S:26]([NH:12][C:10]1[CH:9]=[CH:8][CH:7]=[C:6]([CH2:5][O:4][CH2:3][C:2]([F:1])([F:13])[F:14])[N:11]=1)(=[O:28])=[O:27], predict the reactants needed to synthesize it. The reactants are: [F:1][C:2]([F:14])([F:13])[CH2:3][O:4][CH2:5][C:6]1[N:11]=[C:10]([NH2:12])[CH:9]=[CH:8][CH:7]=1.[Cl:15][C:16]1[CH:21]=[CH:20][C:19]([C:22]([F:25])([F:24])[F:23])=[CH:18][C:17]=1[S:26](Cl)(=[O:28])=[O:27]. (9) Given the product [CH3:32][C:31]([CH3:34])([CH3:33])[C:30](=[O:35])[CH2:29][N:13]1[C:14](=[O:15])[C:9]([CH2:8][C:7]2[CH:6]=[CH:5][C:4]([C:20]3[C:21]([C:26]#[N:27])=[CH:22][CH:23]=[CH:24][CH:25]=3)=[CH:3][C:2]=2[F:1])=[C:10]([CH2:17][CH2:18][CH3:19])[N:11]=[C:12]1[CH3:16], predict the reactants needed to synthesize it. The reactants are: [F:1][C:2]1[CH:3]=[C:4]([C:20]2[C:21]([C:26]#[N:27])=[CH:22][CH:23]=[CH:24][CH:25]=2)[CH:5]=[CH:6][C:7]=1[CH2:8][C:9]1[C:14](=[O:15])[NH:13][C:12]([CH3:16])=[N:11][C:10]=1[CH2:17][CH2:18][CH3:19].Br[CH2:29][C:30](=[O:35])[C:31]([CH3:34])([CH3:33])[CH3:32].C(=O)([O-])[O-].[K+].[K+].CN(C)C=O. (10) Given the product [Si:55]([O:62][CH2:63][C@@H:64]([O:66][C:33]1[CH:38]=[CH:37][C:36]([N+:39]([O-:41])=[O:40])=[CH:35][C:34]=1[N:42]1[C:46](=[O:47])[N:45]([CH3:48])[N:44]=[N:43]1)[CH3:65])([C:58]([CH3:61])([CH3:60])[CH3:59])([CH3:57])[CH3:56], predict the reactants needed to synthesize it. The reactants are: ClC1C=C(NC2N=C(N[C@@H]3C[C@H]4N(CCC4)C(C)(C)C3)C(F)=CN=2)C=CC=1OCCO.F[C:33]1[CH:38]=[CH:37][C:36]([N+:39]([O-:41])=[O:40])=[CH:35][C:34]=1[N:42]1[C:46](=[O:47])[N:45]([CH3:48])[N:44]=[N:43]1.CC(C)([O-])C.[K+].[Si:55]([O:62][CH2:63][C@@H:64]([OH:66])[CH3:65])([C:58]([CH3:61])([CH3:60])[CH3:59])([CH3:57])[CH3:56].